From a dataset of NCI-60 drug combinations with 297,098 pairs across 59 cell lines. Regression. Given two drug SMILES strings and cell line genomic features, predict the synergy score measuring deviation from expected non-interaction effect. (1) Drug 1: CC1C(C(=O)NC(C(=O)N2CCCC2C(=O)N(CC(=O)N(C(C(=O)O1)C(C)C)C)C)C(C)C)NC(=O)C3=C4C(=C(C=C3)C)OC5=C(C(=O)C(=C(C5=N4)C(=O)NC6C(OC(=O)C(N(C(=O)CN(C(=O)C7CCCN7C(=O)C(NC6=O)C(C)C)C)C)C(C)C)C)N)C. Drug 2: C1C(C(OC1N2C=NC3=C(N=C(N=C32)Cl)N)CO)O. Cell line: SNB-19. Synergy scores: CSS=37.2, Synergy_ZIP=-0.798, Synergy_Bliss=-0.449, Synergy_Loewe=-6.54, Synergy_HSA=-2.41. (2) Drug 1: CN(CC1=CN=C2C(=N1)C(=NC(=N2)N)N)C3=CC=C(C=C3)C(=O)NC(CCC(=O)O)C(=O)O. Drug 2: CCC1(C2=C(COC1=O)C(=O)N3CC4=CC5=C(C=CC(=C5CN(C)C)O)N=C4C3=C2)O.Cl. Cell line: OVCAR-5. Synergy scores: CSS=53.5, Synergy_ZIP=-7.47, Synergy_Bliss=-5.89, Synergy_Loewe=-8.43, Synergy_HSA=-3.16. (3) Drug 1: CN(C(=O)NC(C=O)C(C(C(CO)O)O)O)N=O. Drug 2: CC1C(C(CC(O1)OC2CC(CC3=C2C(=C4C(=C3O)C(=O)C5=C(C4=O)C(=CC=C5)OC)O)(C(=O)CO)O)N)O.Cl. Cell line: SK-MEL-5. Synergy scores: CSS=59.8, Synergy_ZIP=-3.97, Synergy_Bliss=-1.53, Synergy_Loewe=-1.53, Synergy_HSA=0.866. (4) Drug 2: C1CN(P(=O)(OC1)NCCCl)CCCl. Cell line: U251. Synergy scores: CSS=3.25, Synergy_ZIP=0.194, Synergy_Bliss=-0.975, Synergy_Loewe=0.370, Synergy_HSA=-2.71. Drug 1: CC1=CC=C(C=C1)C2=CC(=NN2C3=CC=C(C=C3)S(=O)(=O)N)C(F)(F)F. (5) Drug 1: CC1OCC2C(O1)C(C(C(O2)OC3C4COC(=O)C4C(C5=CC6=C(C=C35)OCO6)C7=CC(=C(C(=C7)OC)O)OC)O)O. Drug 2: C1=CN(C(=O)N=C1N)C2C(C(C(O2)CO)O)O.Cl. Cell line: SN12C. Synergy scores: CSS=34.3, Synergy_ZIP=-7.96, Synergy_Bliss=-8.58, Synergy_Loewe=-6.09, Synergy_HSA=-4.06. (6) Synergy scores: CSS=35.4, Synergy_ZIP=10.2, Synergy_Bliss=11.8, Synergy_Loewe=-34.4, Synergy_HSA=5.67. Drug 2: CC1C(C(CC(O1)OC2CC(CC3=C2C(=C4C(=C3O)C(=O)C5=CC=CC=C5C4=O)O)(C(=O)C)O)N)O. Drug 1: C1CC(=O)NC(=O)C1N2C(=O)C3=CC=CC=C3C2=O. Cell line: KM12. (7) Drug 1: CN(C)N=NC1=C(NC=N1)C(=O)N. Drug 2: CC12CCC3C(C1CCC2OP(=O)(O)O)CCC4=C3C=CC(=C4)OC(=O)N(CCCl)CCCl.[Na+]. Cell line: MOLT-4. Synergy scores: CSS=21.1, Synergy_ZIP=-1.12, Synergy_Bliss=3.02, Synergy_Loewe=1.99, Synergy_HSA=4.28. (8) Drug 2: C1CC(=O)NC(=O)C1N2C(=O)C3=CC=CC=C3C2=O. Cell line: HL-60(TB). Synergy scores: CSS=58.1, Synergy_ZIP=-2.60, Synergy_Bliss=-4.71, Synergy_Loewe=-32.4, Synergy_HSA=-5.05. Drug 1: C1=CC=C(C=C1)NC(=O)CCCCCCC(=O)NO.